This data is from Peptide-MHC class II binding affinity with 134,281 pairs from IEDB. The task is: Regression. Given a peptide amino acid sequence and an MHC pseudo amino acid sequence, predict their binding affinity value. This is MHC class II binding data. The peptide sequence is AYESYKFIPALEAAVKQAYAATVAAA. The MHC is DRB1_1602 with pseudo-sequence DRB1_1602. The binding affinity (normalized) is 0.907.